This data is from Reaction yield outcomes from USPTO patents with 853,638 reactions. The task is: Predict the reaction yield, written as a fraction of the theoretical maximum amount of product (1.0 means a 100% yield; for example, 0.34 means a 34% yield). (1) The product is [CH3:36][C:35]1[O:34][C:33]([C:37]2[CH:38]=[CH:39][CH:40]=[CH:41][CH:42]=2)=[N:32][C:31]=1[CH2:30][O:29][C:28]1[CH:27]=[CH:26][C:25]([CH2:24][O:3]/[N:4]=[C:5](\[C:10]2[CH:15]=[CH:14][CH:13]=[C:12]([O:16][C:17]3[CH:22]=[CH:21][CH:20]=[CH:19][CH:18]=3)[CH:11]=2)/[C:6]([OH:8])=[O:7])=[CH:44][CH:43]=1. The yield is 0.620. The catalyst is CN(C)C=O. The reactants are [H-].[Na+].[OH:3]/[N:4]=[C:5](\[C:10]1[CH:15]=[CH:14][CH:13]=[C:12]([O:16][C:17]2[CH:22]=[CH:21][CH:20]=[CH:19][CH:18]=2)[CH:11]=1)/[C:6]([O:8]C)=[O:7].Cl[CH2:24][C:25]1[CH:44]=[CH:43][C:28]([O:29][CH2:30][C:31]2[N:32]=[C:33]([C:37]3[CH:42]=[CH:41][CH:40]=[CH:39][CH:38]=3)[O:34][C:35]=2[CH3:36])=[CH:27][CH:26]=1.Cl.C(=O)(O)[O-].[Na+]. (2) The reactants are Br[CH2:2][CH2:3][NH:4][S:5]([C:8]1[CH:13]=[CH:12][CH:11]=[CH:10][C:9]=1[N+:14]([O-:16])=[O:15])(=[O:7])=[O:6].[Br:17][C:18]1[CH:24]=[CH:23][CH:22]=[CH:21][C:19]=1[NH2:20]. The catalyst is C(N(C(C)C)CC)(C)C.CCOC(C)=O. The product is [Br:17][C:18]1[CH:24]=[CH:23][CH:22]=[CH:21][C:19]=1[NH:20][CH2:2][CH2:3][NH:4][S:5]([C:8]1[CH:13]=[CH:12][CH:11]=[CH:10][C:9]=1[N+:14]([O-:16])=[O:15])(=[O:7])=[O:6]. The yield is 0.230. (3) The reactants are [N:1]1[CH:6]=[CH:5][CH:4]=[C:3](B(O)O)[CH:2]=1.Br[C:11]1[C:12]([O:21][CH3:22])=[CH:13][C:14]([O:19][CH3:20])=[C:15]([CH:18]=1)[CH:16]=[O:17]. No catalyst specified. The product is [CH3:20][O:19][C:14]1[CH:13]=[C:12]([O:21][CH3:22])[C:11]([C:3]2[CH:2]=[N:1][CH:6]=[CH:5][CH:4]=2)=[CH:18][C:15]=1[CH:16]=[O:17]. The yield is 0.680. (4) The reactants are C([O:5][C:6]([C:8]1[C:9](=[O:25])[O:10][CH:11]([C:19]2[CH:24]=[CH:23][CH:22]=[CH:21][CH:20]=2)[C:12]=1[C:13]1[CH:18]=[CH:17][CH:16]=[CH:15][CH:14]=1)=[O:7])(C)(C)C.S(=O)(=O)(O)O. The catalyst is ClCCl. The product is [O:25]=[C:9]1[C:8]([C:6]([OH:7])=[O:5])=[C:12]([C:13]2[CH:18]=[CH:17][CH:16]=[CH:15][CH:14]=2)[CH:11]([C:19]2[CH:24]=[CH:23][CH:22]=[CH:21][CH:20]=2)[O:10]1. The yield is 0.460. (5) The reactants are [CH:1]1([C:4]2[NH:8][N:7]=[C:6]([NH:9][C:10]3[C:19]4[C:14](=[CH:15][C:16](F)=[CH:17][CH:18]=4)[N:13]=[C:12]([NH:21][C@H:22]([C:24]4[CH:29]=[CH:28][C:27]([F:30])=[CH:26][CH:25]=4)[CH3:23])[N:11]=3)[CH:5]=2)[CH2:3][CH2:2]1.[CH3:31][O:32][CH2:33][CH2:34][OH:35].CC(C)([O-])C.[K+]. The catalyst is CCOC(C)=O. The product is [CH:1]1([C:4]2[NH:8][N:7]=[C:6]([NH:9][C:10]3[C:19]4[C:14](=[CH:15][C:16]([O:35][CH2:34][CH2:33][O:32][CH3:31])=[CH:17][CH:18]=4)[N:13]=[C:12]([NH:21][C@H:22]([C:24]4[CH:25]=[CH:26][C:27]([F:30])=[CH:28][CH:29]=4)[CH3:23])[N:11]=3)[CH:5]=2)[CH2:2][CH2:3]1. The yield is 0.600. (6) No catalyst specified. The yield is 0.450. The product is [C:1]([O:4][C@@H:5]1[C@@H:20]([O:21][C:22](=[O:24])[CH3:23])[C@H:19]([O:25][C:26](=[O:28])[CH3:27])[CH2:18][S:17][C@H:6]1[O:7][C:8]1[CH:13]=[C:12]([CH3:14])[C:11]([C:31]2[CH:30]=[N:29][CH:34]=[CH:33][CH:32]=2)=[C:10]([CH3:16])[CH:9]=1)(=[O:3])[CH3:2]. The reactants are [C:1]([O:4][C@@H:5]1[C@@H:20]([O:21][C:22](=[O:24])[CH3:23])[C@H:19]([O:25][C:26](=[O:28])[CH3:27])[CH2:18][S:17][C@H:6]1[O:7][C:8]1[CH:13]=[C:12]([CH3:14])[C:11](Br)=[C:10]([CH3:16])[CH:9]=1)(=[O:3])[CH3:2].[N:29]1[CH:34]=[CH:33][CH:32]=[C:31](B(O)O)[CH:30]=1. (7) The reactants are [CH3:1][C:2]1([CH3:10])[O:7][C:6](=[O:8])[CH2:5][C:4](=[O:9])[O:3]1.[CH3:11]OC(OC)OC.[I:18][C:19]1[CH:20]=[C:21]([CH:23]=[CH:24][C:25]=1[O:26][CH3:27])[NH2:22]. No catalyst specified. The product is [I:18][C:19]1[CH:20]=[C:21]([NH:22][CH:11]=[C:5]2[C:6](=[O:8])[O:7][C:2]([CH3:10])([CH3:1])[O:3][C:4]2=[O:9])[CH:23]=[CH:24][C:25]=1[O:26][CH3:27]. The yield is 0.859.